The task is: Predict which catalyst facilitates the given reaction.. This data is from Catalyst prediction with 721,799 reactions and 888 catalyst types from USPTO. (1) Reactant: [Cl:1][C:2]1[CH:7]=[CH:6][C:5]([NH:8][CH2:9][CH2:10][N:11]([CH2:19][CH2:20][S:21][CH3:22])[C:12](=[O:18])[O:13][C:14]([CH3:17])([CH3:16])[CH3:15])=[CH:4][C:3]=1[C:23]([NH:25][CH2:26][C:27]12[CH2:36][CH:31]3[CH2:32][CH:33]([CH2:35][CH:29]([CH2:30]3)[CH2:28]1)[CH2:34]2)=[O:24].ClC1C=C(C=CC=1)C(OO)=[O:42].[OH-].[Ca+2].[OH-].S([O-])([O-])(=O)=O.[Mg+2]. Product: [Cl:1][C:2]1[CH:7]=[CH:6][C:5]([NH:8][CH2:9][CH2:10][N:11]([CH2:19][CH2:20][S:21]([CH3:22])=[O:42])[C:12](=[O:18])[O:13][C:14]([CH3:17])([CH3:16])[CH3:15])=[CH:4][C:3]=1[C:23]([NH:25][CH2:26][C:27]12[CH2:28][CH:29]3[CH2:35][CH:33]([CH2:32][CH:31]([CH2:30]3)[CH2:36]1)[CH2:34]2)=[O:24]. The catalyst class is: 4. (2) Reactant: C([O:14][C:15]([C:17]1([O:20]/[N:21]=[C:22](/[C:56]2[N:57]=[C:58]([NH:61]C(OC(C)(C)C)=O)[S:59][CH:60]=2)\[C:23]([NH:25][C@@H:26]2[C:29](=[O:30])[N:28]([S:31]([OH:34])(=[O:33])=[O:32])[C@@H:27]2[CH2:35][N:36]2[N:40]=[C:39]([CH2:41][NH:42][C:43](=[O:55])[O:44][CH2:45][CH2:46][NH:47]C(=O)OC(C)(C)C)[CH:38]=[N:37]2)=[O:24])[CH2:19][CH2:18]1)=[O:16])(C1C=CC=CC=1)C1C=CC=CC=1.C(O)(C(F)(F)F)=O. Product: [NH2:47][CH2:46][CH2:45][O:44][C:43]([NH:42][CH2:41][C:39]1[CH:38]=[N:37][N:36]([CH2:35][C@@H:27]2[C@H:26]([NH:25][C:23](=[O:24])/[C:22](=[N:21]\[O:20][C:17]3([C:15]([OH:16])=[O:14])[CH2:18][CH2:19]3)/[C:56]3[N:57]=[C:58]([NH2:61])[S:59][CH:60]=3)[C:29](=[O:30])[N:28]2[S:31]([OH:34])(=[O:32])=[O:33])[N:40]=1)=[O:55]. The catalyst class is: 2. (3) Reactant: [Cl:1][C:2]1[C:3]([NH:17][CH:18]2[CH2:25][CH:21]3[CH2:22][NH:23][CH2:24][CH:20]3[CH2:19]2)=[N:4][C:5]([NH:8][C:9]2[CH:10]=[N:11][N:12]([CH2:14][CH2:15][OH:16])[CH:13]=2)=[N:6][CH:7]=1.[C:26]([CH2:28][C:29](O)=[O:30])#[N:27].CN(C(ON1N=NC2C=CC=NC1=2)=[N+](C)C)C.F[P-](F)(F)(F)(F)F.CCN(CC)CC. Product: [Cl:1][C:2]1[C:3]([NH:17][CH:18]2[CH2:25][CH:21]3[CH2:22][N:23]([C:29](=[O:30])[CH2:28][C:26]#[N:27])[CH2:24][CH:20]3[CH2:19]2)=[N:4][C:5]([NH:8][C:9]2[CH:10]=[N:11][N:12]([CH2:14][CH2:15][OH:16])[CH:13]=2)=[N:6][CH:7]=1. The catalyst class is: 59. (4) Reactant: C([O:3][C:4]([C:6]1[CH:7]=[CH:8][N:9]2[C:14]=1[CH2:13][CH2:12][CH2:11][CH2:10]2)=[O:5])C.O.[OH-].[K+].Cl. Product: [C:6]1([C:4]([OH:5])=[O:3])[CH:7]=[CH:8][N:9]2[C:14]=1[CH2:13][CH2:12][CH2:11][CH2:10]2. The catalyst class is: 5. (5) Reactant: CN(C)C=O.S(Cl)([Cl:8])=O.[Br:10][C:11]1[CH:16]=[CH:15][CH:14]=[CH:13][C:12]=1[CH2:17][CH2:18][S:19]([O-:22])(=O)=[O:20].[Na+]. Product: [Br:10][C:11]1[CH:16]=[CH:15][CH:14]=[CH:13][C:12]=1[CH2:17][CH2:18][S:19]([Cl:8])(=[O:22])=[O:20]. The catalyst class is: 11. (6) Reactant: C[O:2][CH:3](OC)[CH2:4][CH2:5][N:6]1[CH:14]=[C:13]2[C:8]([CH:9]=[C:10]([NH:15][C:16]([NH:18][C:19]3[CH:24]=[CH:23][C:22]([O:25][C:26]4[CH:31]=[CH:30][CH:29]=[CH:28][CH:27]=4)=[CH:21][CH:20]=3)=[O:17])[CH:11]=[CH:12]2)=[N:7]1.Cl. Product: [O:2]=[CH:3][CH2:4][CH2:5][N:6]1[CH:14]=[C:13]2[C:8]([CH:9]=[C:10]([NH:15][C:16]([NH:18][C:19]3[CH:24]=[CH:23][C:22]([O:25][C:26]4[CH:31]=[CH:30][CH:29]=[CH:28][CH:27]=4)=[CH:21][CH:20]=3)=[O:17])[CH:11]=[CH:12]2)=[N:7]1. The catalyst class is: 21. (7) Reactant: [CH3:1][C:2]1[CH:7]=[C:6]([C:8]([F:11])([F:10])[F:9])[CH:5]=[CH:4][C:3]=1[NH:12]C(=O)OC(C)(C)C. Product: [CH3:1][C:2]1[CH:7]=[C:6]([C:8]([F:9])([F:10])[F:11])[CH:5]=[CH:4][C:3]=1[NH2:12]. The catalyst class is: 55. (8) Reactant: [CH:1]([C:4]1[C:12]2[O:11][C:10]([C:13]3[CH:18]=[CH:17][C:16]([O:19]C)=[CH:15][CH:14]=3)=[CH:9][C:8]=2[CH:7]=[C:6]([O:21]C)[CH:5]=1)([CH3:3])[CH3:2].Cl.N1C=CC=CC=1. Product: [OH:19][C:16]1[CH:17]=[CH:18][C:13]([C:10]2[O:11][C:12]3[C:4]([CH:1]([CH3:2])[CH3:3])=[CH:5][C:6]([OH:21])=[CH:7][C:8]=3[CH:9]=2)=[CH:14][CH:15]=1. The catalyst class is: 6. (9) Reactant: [C:1]1(=[C:7]([C:23]2[CH:28]=[CH:27][C:26]([OH:29])=[CH:25][CH:24]=2)[C:8]2[CH:13]=[CH:12][C:11](/[CH:14]=[CH:15]/[C:16]([O:18]C(C)(C)C)=[O:17])=[CH:10][CH:9]=2)[CH2:6][CH2:5][CH2:4][CH2:3][CH2:2]1.FC(F)(F)C(O)=O.O. Product: [C:1]1(=[C:7]([C:23]2[CH:28]=[CH:27][C:26]([OH:29])=[CH:25][CH:24]=2)[C:8]2[CH:13]=[CH:12][C:11](/[CH:14]=[CH:15]/[C:16]([OH:18])=[O:17])=[CH:10][CH:9]=2)[CH2:6][CH2:5][CH2:4][CH2:3][CH2:2]1. The catalyst class is: 2.